Dataset: Reaction yield outcomes from USPTO patents with 853,638 reactions. Task: Predict the reaction yield, written as a fraction of the theoretical maximum amount of product (1.0 means a 100% yield; for example, 0.34 means a 34% yield). The reactants are [Cl:1][C:2]1[S:6][C:5]([C:7]([OH:9])=O)=[CH:4][C:3]=1[C:10]1[N:14]([CH3:15])[N:13]=[CH:12][C:11]=1[CH3:16].[NH2:17][C@@H:18]([CH2:31][C:32]1[CH:37]=[C:36]([F:38])[CH:35]=[CH:34][C:33]=1[F:39])[CH2:19][N:20]1[C:28](=[O:29])[C:27]2[C:22](=[CH:23][CH:24]=[CH:25][CH:26]=2)[C:21]1=[O:30].FC1C=CC=C(F)C=1C[C@@H](C(O)=O)N.C1CN([P+](Br)(N2CCCC2)N2CCCC2)CC1.F[P-](F)(F)(F)(F)F.CCN(C(C)C)C(C)C. The catalyst is C(Cl)(Cl)Cl. The product is [Cl:1][C:2]1[S:6][C:5]([C:7]([NH:17][C@H:18]([CH2:19][N:20]2[C:28](=[O:29])[C:27]3[C:22](=[CH:23][CH:24]=[CH:25][CH:26]=3)[C:21]2=[O:30])[CH2:31][C:32]2[CH:37]=[C:36]([F:38])[CH:35]=[CH:34][C:33]=2[F:39])=[O:9])=[CH:4][C:3]=1[C:10]1[N:14]([CH3:15])[N:13]=[CH:12][C:11]=1[CH3:16]. The yield is 0.340.